Dataset: Reaction yield outcomes from USPTO patents with 853,638 reactions. Task: Predict the reaction yield, written as a fraction of the theoretical maximum amount of product (1.0 means a 100% yield; for example, 0.34 means a 34% yield). (1) The reactants are Cl[C:2]1[CH:7]=[C:6]([O:8][CH3:9])[N:5]=[C:4]([NH2:10])[N:3]=1.C(N(C(C)C)CC)(C)C. The catalyst is CCOC(C)=O.C(O)C.[Pd]. The product is [CH3:9][O:8][C:6]1[CH:7]=[CH:2][N:3]=[C:4]([NH2:10])[N:5]=1. The yield is 0.900. (2) The reactants are [Br:1]P(Br)Br.O[CH:6]([C:8]1[CH:9]=[C:10]([C:26]([N:28]([CH3:30])[CH3:29])=[O:27])[CH:11]=[C:12]2[C:17]=1[O:16][C:15]([N:18]1[CH2:23][CH2:22][O:21][C@H:20]([CH3:24])[CH2:19]1)=[CH:14][C:13]2=[O:25])[CH3:7]. The catalyst is ClCCCl.C(OCC)C. The product is [BrH:1].[Br:1][CH:6]([C:8]1[CH:9]=[C:10]([C:26]([N:28]([CH3:30])[CH3:29])=[O:27])[CH:11]=[C:12]2[C:17]=1[O:16][C:15]([N:18]1[CH2:23][CH2:22][O:21][C@H:20]([CH3:24])[CH2:19]1)=[CH:14][C:13]2=[O:25])[CH3:7]. The yield is 1.24. (3) The reactants are [CH2:1]([O:8][C:9]([C:11]1[CH:20]=[C:19]([O:21][CH2:22][C:23]2[CH:28]=[CH:27][CH:26]=[CH:25][CH:24]=2)[C:18]2[C:13](=[C:14]([O:30][CH2:31][C:32]3[CH:37]=[CH:36][CH:35]=[CH:34][CH:33]=3)[CH:15]=[C:16](Br)[CH:17]=2)[N:12]=1)=[O:10])[C:2]1[CH:7]=[CH:6][CH:5]=[CH:4][CH:3]=1.COC1C=CC(B(O)O)=CC=1.[Cl:49][C:50]1[CH:51]=[C:52](B(O)O)[CH:53]=[CH:54][CH:55]=1. No catalyst specified. The product is [CH2:1]([O:8][C:9]([C:11]1[CH:20]=[C:19]([O:21][CH2:22][C:23]2[CH:28]=[CH:27][CH:26]=[CH:25][CH:24]=2)[C:18]2[C:13](=[C:14]([O:30][CH2:31][C:32]3[CH:37]=[CH:36][CH:35]=[CH:34][CH:33]=3)[CH:15]=[C:16]([C:54]3[CH:53]=[CH:52][CH:51]=[C:50]([Cl:49])[CH:55]=3)[CH:17]=2)[N:12]=1)=[O:10])[C:2]1[CH:7]=[CH:6][CH:5]=[CH:4][CH:3]=1. The yield is 0.630. (4) The reactants are [C:1]([C:5]1[CH:9]=[C:8]([CH2:10][CH2:11][C:12](O)=[O:13])[N:7]([CH2:15][C:16]2[CH:21]=[CH:20][C:19]([C:22]([F:25])([F:24])[F:23])=[CH:18][C:17]=2[Cl:26])[N:6]=1)([CH3:4])([CH3:3])[CH3:2].[CH2:27]([S:32]([NH2:35])(=[O:34])=[O:33])[CH2:28][CH2:29][CH2:30][CH3:31].N12CCCN=C1CCCCC2. The catalyst is O1CCCC1. The product is [C:1]([C:5]1[CH:9]=[C:8]([CH2:10][CH2:11][C:12]([NH:35][S:32]([CH2:27][CH2:28][CH2:29][CH2:30][CH3:31])(=[O:34])=[O:33])=[O:13])[N:7]([CH2:15][C:16]2[CH:21]=[CH:20][C:19]([C:22]([F:24])([F:23])[F:25])=[CH:18][C:17]=2[Cl:26])[N:6]=1)([CH3:4])([CH3:3])[CH3:2]. The yield is 0.530. (5) The reactants are Br[C:2]1[N:3]([CH2:9][O:10][CH2:11][CH2:12][Si:13]([CH3:16])([CH3:15])[CH3:14])[CH:4]=[C:5]([C:7]#[N:8])[N:6]=1.C([Mg]Cl)(C)C.Cl[C:23]([O:25][CH2:26][CH3:27])=[O:24].C(=O)=O.CC(C)=O. The catalyst is ClCCl.CCOC(C)=O.CCCCCCC.O1CCCC1. The product is [CH2:26]([O:25][C:23]([C:2]1[N:3]([CH2:9][O:10][CH2:11][CH2:12][Si:13]([CH3:16])([CH3:15])[CH3:14])[CH:4]=[C:5]([C:7]#[N:8])[N:6]=1)=[O:24])[CH3:27]. The yield is 0.370.